This data is from Full USPTO retrosynthesis dataset with 1.9M reactions from patents (1976-2016). The task is: Predict the reactants needed to synthesize the given product. (1) Given the product [CH3:32][O:31][C:4]1[CH:3]=[C:2]([O:1][C:38]([C:37]2[CH:36]=[N:35][C:34]([CH3:33])=[CH:42][CH:41]=2)=[O:39])[CH:7]=[CH:6][C:5]=1[C:8]1[C:9]([CH2:21][O:22][C:23]([C:25]2[S:26][C:27]([CH3:30])=[CH:28][CH:29]=2)=[O:24])=[C:10]2[C:15](=[CH:16][CH:17]=1)[NH:14][C:13]([CH3:18])([CH3:19])[CH:12]=[C:11]2[CH3:20], predict the reactants needed to synthesize it. The reactants are: [OH:1][C:2]1[CH:7]=[CH:6][C:5]([C:8]2[C:9]([CH2:21][O:22][C:23]([C:25]3[S:26][C:27]([CH3:30])=[CH:28][CH:29]=3)=[O:24])=[C:10]3[C:15](=[CH:16][CH:17]=2)[NH:14][C:13]([CH3:19])([CH3:18])[CH:12]=[C:11]3[CH3:20])=[C:4]([O:31][CH3:32])[CH:3]=1.[CH3:33][C:34]1[CH:42]=[CH:41][C:37]([C:38](O)=[O:39])=[CH:36][N:35]=1.C(N(CC)C(C)C)(C)C.C(OCC)(=O)C. (2) Given the product [CH3:21][C:17]1[CH:18]=[C:19]([CH3:20])[N:15]([C:4]2[CH:3]=[C:2]([O:1][CH:41]3[CH2:58][CH:57]4[CH:43]([C:44](=[O:64])[N:45]([CH3:63])[CH2:46][CH2:47][CH2:48][CH2:49][CH:50]=[CH:51][CH:52]5[C:54]([C:60]([OH:62])=[O:61])([NH:55][C:56]4=[O:59])[CH2:53]5)[CH2:42]3)[C:11]3[C:6](=[C:7]([CH3:14])[C:8]([O:12][CH3:13])=[CH:9][CH:10]=3)[N:5]=2)[N:16]=1, predict the reactants needed to synthesize it. The reactants are: [OH:1][C:2]1[C:11]2[C:6](=[C:7]([CH3:14])[C:8]([O:12][CH3:13])=[CH:9][CH:10]=2)[N:5]=[C:4]([N:15]2[C:19]([CH3:20])=[CH:18][C:17]([CH3:21])=[N:16]2)[CH:3]=1.COC1C(C)=C2C(C(O[CH:41]3[CH2:58][CH:57]4[CH:43]([C:44](=[O:64])[N:45]([CH3:63])[CH2:46][CH2:47][CH2:48][CH2:49][CH:50]=[CH:51][CH:52]5[C:54]([C:60]([OH:62])=[O:61])([NH:55][C:56]4=[O:59])[CH2:53]5)[CH2:42]3)=CC(C3SC=CN=3)=N2)=CC=1. (3) Given the product [C:6]([OH:5])(=[O:30])[CH3:11].[CH3:1][S:2]([O:5][C:6]1[CH:11]=[CH:10][C:9]([C:12]2([C:22]3[CH:23]=[C:24]([C:41]4[CH:40]=[CH:39][CH:38]=[C:37]([O:36][CH3:35])[CH:42]=4)[CH:25]=[CH:26][CH:27]=3)[C:16]3=[N:17][CH2:18][CH2:19][CH2:20][N:15]3[C:14]([NH2:21])=[N:13]2)=[CH:8][CH:7]=1)(=[O:4])=[O:3], predict the reactants needed to synthesize it. The reactants are: [CH3:1][S:2]([O:5][C:6]1[CH:11]=[CH:10][C:9]([C:12]2([C:22]3[CH:27]=[CH:26][CH:25]=[C:24](Br)[CH:23]=3)[C:16]3=[N:17][CH2:18][CH2:19][CH2:20][N:15]3[C:14]([NH2:21])=[N:13]2)=[CH:8][CH:7]=1)(=[O:4])=[O:3].C(=O)([O-])[O-:30].[K+].[K+].[CH3:35][O:36][C:37]1[CH:38]=[C:39](B(O)O)[CH:40]=[CH:41][CH:42]=1. (4) Given the product [CH3:25][C:15]1[N:16]=[C:17]2[CH2:24][CH2:23][CH2:22][CH2:21][N:18]2[C:19](=[O:20])[C:14]=1[CH2:13][CH:12]=[O:11], predict the reactants needed to synthesize it. The reactants are: C(Cl)(=O)C(Cl)=O.CS(C)=O.[OH:11][CH2:12][CH2:13][C:14]1[C:19](=[O:20])[N:18]2[CH2:21][CH2:22][CH2:23][CH2:24][C:17]2=[N:16][C:15]=1[CH3:25].C(N(CC)CC)C. (5) The reactants are: C([N:5]1[C:14](=[O:15])[C:13]2[C:8](=[CH:9][CH:10]=[C:11]([Cl:16])[CH:12]=2)[NH:7][C:6]1=[O:17])(C)(C)C.O([CH2:26][C:27]([F:30])([F:29])[F:28])S(C(F)(F)F)(=O)=O.C(=O)([O-])[O-].[K+].[K+]. Given the product [Cl:16][C:11]1[CH:12]=[C:13]2[C:8](=[CH:9][CH:10]=1)[N:7]([CH2:26][C:27]([F:30])([F:29])[F:28])[C:6](=[O:17])[NH:5][C:14]2=[O:15], predict the reactants needed to synthesize it.